Dataset: Forward reaction prediction with 1.9M reactions from USPTO patents (1976-2016). Task: Predict the product of the given reaction. (1) Given the reactants Cl[C:2]1[CH:7]=[CH:6][N:5]=[C:4]([CH2:8][N:9]2[CH2:14][CH2:13][O:12][CH:11]([CH2:15][CH2:16][OH:17])[CH2:10]2)[N:3]=1.[NH2:18][C:19]1[S:20][C:21]([C:27]2[CH:32]=[CH:31][C:30]([C:33]([OH:36])([CH3:35])[CH3:34])=[CH:29][C:28]=2[F:37])=[CH:22][C:23]=1[C:24]([NH2:26])=[O:25], predict the reaction product. The product is: [F:37][C:28]1[CH:29]=[C:30]([C:33]([OH:36])([CH3:34])[CH3:35])[CH:31]=[CH:32][C:27]=1[C:21]1[S:20][C:19]([NH:18][C:2]2[CH:7]=[CH:6][N:5]=[C:4]([CH2:8][N:9]3[CH2:14][CH2:13][O:12][CH:11]([CH2:15][CH2:16][OH:17])[CH2:10]3)[N:3]=2)=[C:23]([C:24]([NH2:26])=[O:25])[CH:22]=1. (2) The product is: [CH:1]1([O:7][CH2:8][CH:9]2[CH2:14][CH:13]([C:15]([OH:17])=[O:16])[CH2:12][CH2:11][N:10]2[C:19]([O:21][CH3:22])=[O:20])[CH2:6][CH2:5][CH2:4][CH2:3][CH2:2]1. Given the reactants [CH:1]1([O:7][CH2:8][CH:9]2[CH2:14][CH:13]([C:15]([O:17]C)=[O:16])[CH2:12][CH2:11][N:10]2[C:19]([O:21][CH3:22])=[O:20])[CH2:6][CH2:5][CH2:4][CH2:3][CH2:2]1.[Br-].[Li+].C(N(CC)CC)C.CC(OC)(C)C, predict the reaction product. (3) Given the reactants Cl.[O:2]1[CH2:7][CH2:6][N:5]([C:8]2[C:9]3[S:23][C:22]([CH2:24][N:25]4[CH2:30][CH2:29][NH:28][CH2:27][CH2:26]4)=[CH:21][C:10]=3[N:11]=[C:12]([C:14]3[CH:15]=[N:16][C:17]([NH2:20])=[N:18][CH:19]=3)[N:13]=2)[CH2:4][CH2:3]1.C([CH2:38][C:39]([NH2:44])([CH3:43])[C:40](O)=[O:41])(OC(C)(C)C)=O, predict the reaction product. The product is: [NH2:44][C:39]([CH3:43])([CH3:38])[C:40]([N:28]1[CH2:27][CH2:26][N:25]([CH2:24][C:22]2[S:23][C:9]3[C:8]([N:5]4[CH2:4][CH2:3][O:2][CH2:7][CH2:6]4)=[N:13][C:12]([C:14]4[CH:19]=[N:18][C:17]([NH2:20])=[N:16][CH:15]=4)=[N:11][C:10]=3[CH:21]=2)[CH2:30][CH2:29]1)=[O:41].